This data is from Reaction yield outcomes from USPTO patents with 853,638 reactions. The task is: Predict the reaction yield, written as a fraction of the theoretical maximum amount of product (1.0 means a 100% yield; for example, 0.34 means a 34% yield). (1) The reactants are II.C([Si](C)(C)[O:8][CH2:9][C:10]1[CH:15]=[CH:14][C:13]([C:16]2([C:19]([F:22])([F:21])[F:20])[NH:18][NH:17]2)=[CH:12][CH:11]=1)(C)(C)C.C(O)(=O)CC(CC(O)=O)(C(O)=O)O.Cl.O1CCOCC1. The catalyst is CO.CCN(CC)CC. The product is [F:22][C:19]([F:20])([F:21])[C:16]1([C:13]2[CH:12]=[CH:11][C:10]([CH2:9][OH:8])=[CH:15][CH:14]=2)[N:17]=[N:18]1. The yield is 0.780. (2) The reactants are [CH3:1][O:2][C:3]1[CH:4]=[C:5]([CH:9]=[C:10]([N+:12]([O-:14])=[O:13])[CH:11]=1)[C:6]([OH:8])=[O:7].ClCCl.B(Br)(Br)Br.[C:22](=O)([O-])[O-].[K+].[K+].I[CH2:29][CH3:30]. The catalyst is ClCCl. The product is [CH2:1]([O:2][C:3]1[CH:4]=[C:5]([CH:9]=[C:10]([N+:12]([O-:14])=[O:13])[CH:11]=1)[C:6]([O:8][CH2:29][CH3:30])=[O:7])[CH3:22]. The yield is 0.700. (3) The reactants are [NH2:1][C:2]1[C:7]([S:8]([NH2:11])(=[O:10])=[O:9])=[CH:6][CH:5]=[CH:4][N:3]=1.[H-].[Na+].[Cl:14][C:15]1[C:20]([C:21](O)=[O:22])=[CH:19][CH:18]=[C:17]([C:24]2[CH:25]=[N:26][C:27]([O:30][CH:31]([CH3:33])[CH3:32])=[CH:28][CH:29]=2)[N:16]=1.C(N1C=CN=C1)(N1C=CN=C1)=O.Cl. The catalyst is CN(C=O)C. The product is [NH2:1][C:2]1[C:7]([S:8]([NH:11][C:21]([C:20]2[C:15]([Cl:14])=[N:16][C:17]([C:24]3[CH:25]=[N:26][C:27]([O:30][CH:31]([CH3:32])[CH3:33])=[CH:28][CH:29]=3)=[CH:18][CH:19]=2)=[O:22])(=[O:9])=[O:10])=[CH:6][CH:5]=[CH:4][N:3]=1. The yield is 0.951. (4) The reactants are [F:1][C:2]1[CH:7]=[CH:6][CH:5]=[C:4]([F:8])[C:3]=1[C:9]1[NH:13][CH:12]=[C:11]([CH:14]=[O:15])[CH:10]=1.[H-].[Na+].C1OCCOCCOCCOCCOC1.Cl.[N:34]1[CH:39]=[CH:38][CH:37]=[C:36]([S:40](Cl)(=[O:42])=[O:41])[CH:35]=1. The catalyst is O1CCCC1.[Cl-].[Na+].O. The product is [F:1][C:2]1[CH:7]=[CH:6][CH:5]=[C:4]([F:8])[C:3]=1[C:9]1[N:13]([S:40]([C:36]2[CH:35]=[N:34][CH:39]=[CH:38][CH:37]=2)(=[O:42])=[O:41])[CH:12]=[C:11]([CH:14]=[O:15])[CH:10]=1. The yield is 0.840.